Dataset: Forward reaction prediction with 1.9M reactions from USPTO patents (1976-2016). Task: Predict the product of the given reaction. (1) Given the reactants [F:1][C:2]([F:15])([F:14])[C:3]([NH:5][C:6]1[CH:11]=[CH:10][C:9]([F:12])=[C:8]([CH3:13])[CH:7]=1)=O.C1(P(C2C=CC=CC=2)C2C=CC=CC=2)C=CC=CC=1.CCCCCC.[N-:41]=[N+:42]=[N-:43].[Na+], predict the reaction product. The product is: [F:12][C:9]1[CH:10]=[CH:11][C:6]([N:5]2[C:3]([C:2]([F:15])([F:14])[F:1])=[N:43][N:42]=[N:41]2)=[CH:7][C:8]=1[CH3:13]. (2) Given the reactants [C:1]([C:3]1([CH2:6][OH:7])[CH2:5][CH2:4]1)#[CH:2].C(N(CC)CC)C.[CH3:15][S:16](Cl)(=[O:18])=[O:17].C(=O)(O)[O-].[Na+], predict the reaction product. The product is: [CH3:15][S:16]([O:7][CH2:6][C:3]1([C:1]#[CH:2])[CH2:5][CH2:4]1)(=[O:18])=[O:17]. (3) Given the reactants C([O-])([O-])=O.[K+].[K+].Cl[C:8]1[CH:9]=[C:10]([O:22][CH3:23])[C:11](=[O:21])[N:12]([C:14]2[CH:19]=[CH:18][C:17]([F:20])=[CH:16][CH:15]=2)[CH:13]=1, predict the reaction product. The product is: [F:20][C:17]1[CH:18]=[CH:19][C:14]([N:12]2[CH:13]=[CH:8][CH:9]=[C:10]([O:22][CH3:23])[C:11]2=[O:21])=[CH:15][CH:16]=1. (4) Given the reactants CN(C(ON1N=NC2C=CC=CC1=2)=[N+](C)C)C.[B-](F)(F)(F)F.C(N(C(C)C)CC)(C)C.[CH3:32][O:33][CH2:34][CH2:35][NH2:36].[Cl:37][C:38]1[CH:43]=[CH:42][C:41]([C:44]2[N:45]=[C:46]3[CH:51]=[CH:50][C:49]([C:52]([O-])=[O:53])=[CH:48][N:47]3[C:55]=2[CH2:56][OH:57])=[CH:40][CH:39]=1.[Na+], predict the reaction product. The product is: [Cl:37][C:38]1[CH:39]=[CH:40][C:41]([C:44]2[N:45]=[C:46]3[CH:51]=[CH:50][C:49]([C:52]([NH:36][CH2:35][CH2:34][O:33][CH3:32])=[O:53])=[CH:48][N:47]3[C:55]=2[CH2:56][OH:57])=[CH:42][CH:43]=1. (5) Given the reactants [F:1][C:2]([F:20])([F:19])[CH:3]([C:5]1[CH:10]=[CH:9][C:8]([O:11][CH2:12][CH2:13][CH2:14][C:15]([F:18])([F:17])[F:16])=[CH:7][CH:6]=1)[OH:4].CC(OI1(OC(C)=O)(OC(C)=O)OC(=O)C2C=CC=CC1=2)=O.C([O-])([O-])=O.[Na+].[Na+].CCOC(C)=O, predict the reaction product. The product is: [F:1][C:2]([F:19])([F:20])[C:3]([C:5]1[CH:10]=[CH:9][C:8]([O:11][CH2:12][CH2:13][CH2:14][C:15]([F:18])([F:17])[F:16])=[CH:7][CH:6]=1)=[O:4]. (6) Given the reactants [Cl:1][C:2]1[C:7](=[O:8])[N:6]([C:9]2[CH:10]=[C:11]([CH:19]=[CH:20][C:21]=2[CH3:22])[C:12]([NH:14][CH2:15][C:16]([NH2:18])=[O:17])=[O:13])[CH:5]=[N:4][C:3]=1[O:23][CH2:24][C:25]1[CH:30]=[CH:29][C:28]([F:31])=[CH:27][C:26]=1[F:32].Cl.N[CH2:35]C(N)=O, predict the reaction product. The product is: [NH2:18][C:16]([C@@H:15]([NH:14][C:12](=[O:13])[C:11]1[CH:19]=[CH:20][C:21]([CH3:22])=[C:9]([N:6]2[C:7](=[O:8])[C:2]([Cl:1])=[C:3]([O:23][CH2:24][C:25]3[CH:30]=[CH:29][C:28]([F:31])=[CH:27][C:26]=3[F:32])[N:4]=[CH:5]2)[CH:10]=1)[CH3:35])=[O:17].